This data is from Forward reaction prediction with 1.9M reactions from USPTO patents (1976-2016). The task is: Predict the product of the given reaction. Given the reactants [Cl:1][C:2]1[CH:3]=[C:4]([N+:16]([O-])=O)[CH:5]=[CH:6][C:7]=1[O:8][CH2:9][C:10]1[CH:15]=[N:14][CH:13]=[CH:12][N:11]=1, predict the reaction product. The product is: [Cl:1][C:2]1[CH:3]=[C:4]([CH:5]=[CH:6][C:7]=1[O:8][CH2:9][C:10]1[CH:15]=[N:14][CH:13]=[CH:12][N:11]=1)[NH2:16].